This data is from Catalyst prediction with 721,799 reactions and 888 catalyst types from USPTO. The task is: Predict which catalyst facilitates the given reaction. (1) Reactant: Br[C:2]1[C:7]([CH3:8])=[CH:6][CH:5]=[CH:4][C:3]=1[C:9]([N:11]1[CH2:15][CH2:14][CH2:13][CH2:12]1)=[O:10].COC1C=CC(C[NH:23][C:24]2[C:33]([N:34]3[CH2:39][CH2:38][O:37][CH2:36][C@H:35]3[CH3:40])=[CH:32][C:31]3[C:26](=[CH:27][CH:28]=[C:29](B4OC(C)(C)C(C)(C)O4)[CH:30]=3)[N:25]=2)=CC=1.P([O-])([O-])([O-])=O.[K+].[K+].[K+].C(O)(C(F)(F)F)=O. Product: [NH2:23][C:24]1[C:33]([N:34]2[CH2:39][CH2:38][O:37][CH2:36][C@H:35]2[CH3:40])=[CH:32][C:31]2[C:26](=[CH:27][CH:28]=[C:29]([C:2]3[C:7]([CH3:8])=[CH:6][CH:5]=[CH:4][C:3]=3[C:9]([N:11]3[CH2:15][CH2:14][CH2:13][CH2:12]3)=[O:10])[CH:30]=2)[N:25]=1. The catalyst class is: 110. (2) Reactant: [C:1]([C:3]1[CH:4]=[C:5]2[C:9](=[CH:10][CH:11]=1)[NH:8][C:7]([Si](CC)(CC)CC)=[C:6]2[CH2:19][CH2:20][NH:21][C:22](=[O:37])[C:23]1[CH:28]=[CH:27][C:26]([CH2:29][C:30]2[CH:35]=[CH:34][CH:33]=[C:32]([F:36])[CH:31]=2)=[CH:25][CH:24]=1)#[N:2]. Product: [C:1]([C:3]1[CH:4]=[C:5]2[C:9](=[CH:10][CH:11]=1)[NH:8][CH:7]=[C:6]2[CH2:19][CH2:20][NH:21][C:22](=[O:37])[C:23]1[CH:28]=[CH:27][C:26]([CH2:29][C:30]2[CH:35]=[CH:34][CH:33]=[C:32]([F:36])[CH:31]=2)=[CH:25][CH:24]=1)#[N:2]. The catalyst class is: 55.